Dataset: NCI-60 drug combinations with 297,098 pairs across 59 cell lines. Task: Regression. Given two drug SMILES strings and cell line genomic features, predict the synergy score measuring deviation from expected non-interaction effect. (1) Drug 1: C1CCC(CC1)NC(=O)N(CCCl)N=O. Drug 2: C#CCC(CC1=CN=C2C(=N1)C(=NC(=N2)N)N)C3=CC=C(C=C3)C(=O)NC(CCC(=O)O)C(=O)O. Cell line: NCI/ADR-RES. Synergy scores: CSS=21.9, Synergy_ZIP=-4.03, Synergy_Bliss=2.16, Synergy_Loewe=1.43, Synergy_HSA=1.01. (2) Drug 2: CC1=C(C(=O)C2=C(C1=O)N3CC4C(C3(C2COC(=O)N)OC)N4)N. Cell line: A498. Drug 1: C1CC(=O)NC(=O)C1N2C(=O)C3=CC=CC=C3C2=O. Synergy scores: CSS=22.2, Synergy_ZIP=-5.05, Synergy_Bliss=2.10, Synergy_Loewe=-20.6, Synergy_HSA=2.99. (3) Drug 1: C1CCC(CC1)NC(=O)N(CCCl)N=O. Drug 2: C1C(C(OC1N2C=NC3=C(N=C(N=C32)Cl)N)CO)O. Cell line: SN12C. Synergy scores: CSS=13.2, Synergy_ZIP=-7.38, Synergy_Bliss=-2.97, Synergy_Loewe=-18.7, Synergy_HSA=-2.72. (4) Drug 1: CC1=C(C=C(C=C1)NC2=NC=CC(=N2)N(C)C3=CC4=NN(C(=C4C=C3)C)C)S(=O)(=O)N.Cl. Drug 2: C1CC(=O)NC(=O)C1N2C(=O)C3=CC=CC=C3C2=O. Cell line: PC-3. Synergy scores: CSS=1.80, Synergy_ZIP=-1.41, Synergy_Bliss=-0.705, Synergy_Loewe=1.49, Synergy_HSA=0.597.